Dataset: Reaction yield outcomes from USPTO patents with 853,638 reactions. Task: Predict the reaction yield, written as a fraction of the theoretical maximum amount of product (1.0 means a 100% yield; for example, 0.34 means a 34% yield). (1) The reactants are [Cl:1][C:2]1[CH:35]=[CH:34][C:5]([CH2:6][S:7][C:8]2[N:13]=[N:12][C:11]([O:14]CC3C=CC(OC)=CC=3)=[C:10]([O:24]CC3C=CC(OC)=CC=3)[CH:9]=2)=[CH:4][CH:3]=1.Cl.O1CCOCC1. The catalyst is CO. The product is [Cl:1][C:2]1[CH:3]=[CH:4][C:5]([CH2:6][S:7][C:8]2[CH:9]=[C:10]([OH:24])[C:11](=[O:14])[NH:12][N:13]=2)=[CH:34][CH:35]=1. The yield is 0.550. (2) The reactants are [CH3:1][NH:2][C:3]1[N:8]=[C:7](Cl)[C:6]([Cl:10])=[C:5]([Cl:11])[N:4]=1.[C:12]([N:19]1[CH2:24][CH2:23][NH:22][CH2:21][CH2:20]1)([O:14][C:15]([CH3:18])([CH3:17])[CH3:16])=[O:13].C(=O)([O-])[O-].[K+].[K+]. The catalyst is O.C(C(C)=O)C. The product is [C:15]([O:14][C:12]([N:19]1[CH2:24][CH2:23][N:22]([C:7]2[C:6]([Cl:10])=[C:5]([Cl:11])[N:4]=[C:3]([NH:2][CH3:1])[N:8]=2)[CH2:21][CH2:20]1)=[O:13])([CH3:18])([CH3:16])[CH3:17]. The yield is 0.590. (3) The reactants are [Cl:1][C:2]1[CH:3]=[C:4]([C:24](O)=[O:25])[C:5]([C:17]2[CH:22]=[CH:21][CH:20]=[C:19]([F:23])[CH:18]=2)=[C:6](/[N:10]=[N:11]/[N:12]([CH2:15][CH3:16])[CH2:13][CH3:14])[C:7]=1[C:8]#[CH:9].C(N(CC)C(C)C)(C)C.F[P-](F)(F)(F)(F)F.[N:43]1([O:52][C:53](N(C)C)=[N+](C)C)[C:47]2C=CC=CC=2N=N1.Cl.CNOC.Cl. The catalyst is CN(C)C=O.O. The product is [Cl:1][C:2]1[CH:3]=[C:4]([C:24]([N:43]([O:52][CH3:53])[CH3:47])=[O:25])[C:5]([C:17]2[CH:22]=[CH:21][CH:20]=[C:19]([F:23])[CH:18]=2)=[C:6](/[N:10]=[N:11]/[N:12]([CH2:15][CH3:16])[CH2:13][CH3:14])[C:7]=1[C:8]#[CH:9]. The yield is 0.920. (4) The reactants are [CH3:1][C:2]1[CH:11]=[CH:10][CH:9]=[C:8]2[C:3]=1[C:4](=[O:40])[N:5]([C:32]1[CH:33]=[C:34]([CH:37]=[CH:38][CH:39]=1)[C:35]#[N:36])[C:6]([CH:12]([NH:14][C:15]1[N:23]=[CH:22][N:21]=[C:20]3[C:16]=1[N:17]=[CH:18][N:19]3[CH2:24][O:25][CH2:26][CH2:27][Si:28]([CH3:31])([CH3:30])[CH3:29])[CH3:13])=[N:7]2.C(N(CC)[OH:44])C. The catalyst is C(Cl)Cl. The product is [CH3:1][C:2]1[CH:11]=[CH:10][CH:9]=[C:8]2[C:3]=1[C:4](=[O:40])[N:5]([C:32]1[CH:33]=[C:34]([CH:37]=[CH:38][CH:39]=1)[C:35]([NH2:36])=[O:44])[C:6]([CH:12]([NH:14][C:15]1[N:23]=[CH:22][N:21]=[C:20]3[C:16]=1[N:17]=[CH:18][N:19]3[CH2:24][O:25][CH2:26][CH2:27][Si:28]([CH3:29])([CH3:30])[CH3:31])[CH3:13])=[N:7]2. The yield is 0.970. (5) The reactants are Cl[C:2]1[N:6]([CH:7]2[CH2:9][CH2:8]2)[N:5]=[CH:4][C:3]=1[N+:10]([O-:12])=[O:11].[F:13][C:14]([F:26])([F:25])[C:15]([NH:17][C@@H:18]1[CH2:24][CH2:23][CH2:22][NH:21][CH2:20][CH2:19]1)=[O:16]. No catalyst specified. The product is [CH:7]1([N:6]2[C:2]([N:21]3[CH2:22][CH2:23][CH2:24][C@@H:18]([NH:17][C:15](=[O:16])[C:14]([F:25])([F:13])[F:26])[CH2:19][CH2:20]3)=[C:3]([N+:10]([O-:12])=[O:11])[CH:4]=[N:5]2)[CH2:9][CH2:8]1. The yield is 0.610.